Dataset: Catalyst prediction with 721,799 reactions and 888 catalyst types from USPTO. Task: Predict which catalyst facilitates the given reaction. Reactant: C([O:3][C:4]([CH:6]1[CH2:15][CH2:14][C:9]2([O:13][CH2:12][CH2:11][O:10]2)[CH2:8][CH:7]1[CH3:16])=[O:5])C.[OH-].[K+].Cl.O. Product: [CH3:16][C@H:7]1[C@@H:6]([C:4]([OH:5])=[O:3])[CH2:15][CH2:14][C:9]2([O:13][CH2:12][CH2:11][O:10]2)[CH2:8]1. The catalyst class is: 5.